Dataset: Reaction yield outcomes from USPTO patents with 853,638 reactions. Task: Predict the reaction yield, written as a fraction of the theoretical maximum amount of product (1.0 means a 100% yield; for example, 0.34 means a 34% yield). (1) The reactants are C1CCC(N=C=NC2CCCCC2)CC1.[CH:16](O)=[O:17].[CH2:19]([O:26][C:27](=[O:67])[N:28]([CH2:64][CH:65]=[CH2:66])[C:29]1[C:34](=[O:35])[N:33]2[C@H:36]([C:41](=[O:63])[NH:42][CH2:43][C:44]3[CH:49]=[CH:48][C:47]([C:50]([NH:52][C:53]([O:55][CH2:56][C:57]4[CH:62]=[CH:61][CH:60]=[CH:59][CH:58]=4)=[O:54])=[NH:51])=[CH:46][CH:45]=3)[CH2:37][C@:38]([NH2:40])([CH3:39])[C:32]2=[N:31][CH:30]=1)[C:20]1[CH:25]=[CH:24][CH:23]=[CH:22][CH:21]=1.N1C=CC=CC=1. The catalyst is C(Cl)Cl. The product is [CH2:19]([O:26][C:27](=[O:67])[N:28]([CH2:64][CH:65]=[CH2:66])[C:29]1[C:34](=[O:35])[N:33]2[C@@H:36]([C:41](=[O:63])[NH:42][CH2:43][C:44]3[CH:49]=[CH:48][C:47]([C:50]([NH:52][C:53]([O:55][CH2:56][C:57]4[CH:58]=[CH:59][CH:60]=[CH:61][CH:62]=4)=[O:54])=[NH:51])=[CH:46][CH:45]=3)[CH2:37][C@@:38]([NH:40][CH:16]=[O:17])([CH3:39])[C:32]2=[N:31][CH:30]=1)[C:20]1[CH:25]=[CH:24][CH:23]=[CH:22][CH:21]=1. The yield is 0.750. (2) The reactants are Cl[C:2]1[CH:7]=[C:6]([NH:8][C:9]2[C:18]([F:19])=[CH:17][CH:16]=[CH:15][C:10]=2[C:11]([NH:13][CH3:14])=[O:12])[C:5]([Cl:20])=[CH:4][N:3]=1.[CH3:21][N:22]([CH2:24][C:25]1[CH:26]=[C:27]([NH2:31])[N:28]([CH3:30])[N:29]=1)[CH3:23].C(=O)([O-])[O-].[Cs+].[Cs+].CC1(C)C2C(=C(P(C3C=CC=CC=3)C3C=CC=CC=3)C=CC=2)OC2C(P(C3C=CC=CC=3)C3C=CC=CC=3)=CC=CC1=2. The catalyst is O1CCOCC1. The product is [Cl:20][C:5]1[C:6]([NH:8][C:9]2[C:18]([F:19])=[CH:17][CH:16]=[CH:15][C:10]=2[C:11]([NH:13][CH3:14])=[O:12])=[CH:7][C:2]([NH:31][C:27]2[N:28]([CH3:30])[N:29]=[C:25]([CH2:24][N:22]([CH3:23])[CH3:21])[CH:26]=2)=[N:3][CH:4]=1. The yield is 0.0600.